This data is from Full USPTO retrosynthesis dataset with 1.9M reactions from patents (1976-2016). The task is: Predict the reactants needed to synthesize the given product. Given the product [NH2:22][C:19]1[CH:20]=[CH:21][C:16]([CH2:15][N:11]2[C:10](=[O:25])/[C:9](=[CH:8]/[C:7]3[CH:26]=[CH:27][C:4]([O:3][CH2:1][CH3:2])=[CH:5][CH:6]=3)/[S:13][C:12]2=[O:14])=[CH:17][CH:18]=1, predict the reactants needed to synthesize it. The reactants are: [CH2:1]([O:3][C:4]1[CH:27]=[CH:26][C:7](/[CH:8]=[C:9]2/[C:10](=[O:25])[N:11]([CH2:15][C:16]3[CH:21]=[CH:20][C:19]([N+:22]([O-])=O)=[CH:18][CH:17]=3)[C:12](=[O:14])[S:13]/2)=[CH:6][CH:5]=1)[CH3:2].[Sn](Cl)Cl.